Predict the reaction yield, written as a fraction of the theoretical maximum amount of product (1.0 means a 100% yield; for example, 0.34 means a 34% yield). From a dataset of Reaction yield outcomes from USPTO patents with 853,638 reactions. (1) The catalyst is Cl. The product is [NH2:34][C:7]([CH:21]1[CH2:22][CH2:23][N:24]([C:27]2[CH:32]=[CH:31][C:30]([Cl:33])=[CH:29][N:28]=2)[CH2:25][CH2:26]1)([CH2:8][CH2:9][CH2:10][CH2:11][B:12]([OH:13])[OH:16])[C:6]([OH:38])=[O:39]. The reactants are C(N[C:6](=[O:38])[C:7]([NH:34]C(=O)C)([CH:21]1[CH2:26][CH2:25][N:24]([C:27]2[CH:32]=[CH:31][C:30]([Cl:33])=[CH:29][N:28]=2)[CH2:23][CH2:22]1)[CH2:8][CH2:9][CH2:10][CH2:11][B:12]1[O:16]C(C)(C)C(C)(C)[O:13]1)(C)(C)C.[OH2:39]. The yield is 0.820. (2) The yield is 0.370. The catalyst is CC(C)=O. The product is [CH3:13][O:12][C:2]1[CH:1]=[C:10]2[C:5]([CH:6]=[CH:7][C:8]([OH:11])=[CH:9]2)=[CH:4][CH:3]=1. The reactants are [CH:1]1[C:10]2[C:5](=[CH:6][CH:7]=[C:8]([OH:11])[CH:9]=2)[CH:4]=[CH:3][C:2]=1[OH:12].[C:13]([O-])([O-])=O.[K+].[K+].IC. (3) The reactants are [NH:1]1[C:5]2[CH:6]=[CH:7][CH:8]=[CH:9][C:4]=2[N:3]=[C:2]1[CH2:10][O:11][C:12]1[C:19]([O:20][CH3:21])=[CH:18][C:15]([CH:16]=[O:17])=[C:14]([F:22])[CH:13]=1.[CH3:23]N(C)C=O.[H-].[Na+].CI. No catalyst specified. The product is [F:22][C:14]1[CH:13]=[C:12]([O:11][CH2:10][C:2]2[N:3]([CH3:23])[C:4]3[CH:9]=[CH:8][CH:7]=[CH:6][C:5]=3[N:1]=2)[C:19]([O:20][CH3:21])=[CH:18][C:15]=1[CH:16]=[O:17]. The yield is 0.550. (4) The reactants are FC(F)(F)C(O)=O.[Cl:8][C:9]1[CH:10]=[C:11]([CH:42]=[CH:43][C:44]=1[NH:45][C:46]([NH:48][CH:49]1[CH2:51][CH2:50]1)=[O:47])[O:12][C:13]1[C:22]2[C:17](=[CH:18][C:19]([O:40][CH3:41])=[C:20]([C:23]([NH:25][CH2:26][CH:27]3[CH2:32][CH2:31][N:30]([C:33](OC(C)(C)C)=O)[CH2:29][CH2:28]3)=[O:24])[CH:21]=2)[N:16]=[CH:15][CH:14]=1.C(=O)(O)[O-].[Na+].C=O.C([BH3-])#N.[Na+]. The catalyst is C(OCC)(=O)C.C(O)(=O)C. The product is [CH3:33][N:30]1[CH2:29][CH2:28][CH:27]([CH2:26][NH:25][C:23]([C:20]2[CH:21]=[C:22]3[C:17](=[CH:18][C:19]=2[O:40][CH3:41])[N:16]=[CH:15][CH:14]=[C:13]3[O:12][C:11]2[CH:42]=[CH:43][C:44]([NH:45][C:46]([NH:48][CH:49]3[CH2:51][CH2:50]3)=[O:47])=[C:9]([Cl:8])[CH:10]=2)=[O:24])[CH2:32][CH2:31]1. The yield is 0.584. (5) The reactants are Br[C:2]1[CH:3]=[C:4]2[C:8](=[C:9]([O:11][CH3:12])[CH:10]=1)[NH:7][CH:6]=[CH:5]2.[CH2:13]([O:15][C:16](=[O:36])[CH:17]=[C:18](C1C=CC(OC)=C2C=1C=CN2)[C:19]1[CH:24]=[CH:23][CH:22]=[CH:21][CH:20]=1)[CH3:14]. No catalyst specified. The product is [CH2:13]([O:15][C:16](=[O:36])[CH:17]=[C:18]([C:2]1[CH:3]=[C:4]2[C:8](=[C:9]([O:11][CH3:12])[CH:10]=1)[NH:7][CH:6]=[CH:5]2)[C:19]1[CH:24]=[CH:23][CH:22]=[CH:21][CH:20]=1)[CH3:14]. The yield is 0.500. (6) The reactants are P(Cl)(Cl)([Cl:3])=O.[Cl:6][C:7]1[C:12]([Cl:13])=[CH:11][CH:10]=[CH:9][C:8]=1[N:14]1[C:18]2=[N:19][CH:20]=[N:21][C:22](O)=[C:17]2[CH:16]=[N:15]1. No catalyst specified. The product is [Cl:3][C:22]1[N:21]=[CH:20][N:19]=[C:18]2[N:14]([C:8]3[CH:9]=[CH:10][CH:11]=[C:12]([Cl:13])[C:7]=3[Cl:6])[N:15]=[CH:16][C:17]=12. The yield is 0.575. (7) The reactants are [F:1][C:2]1[CH:3]=[C:4]([C:9](=O)[CH2:10][C:11]2[CH:16]=[CH:15][CH:14]=[CH:13][CH:12]=2)[CH:5]=[CH:6][C:7]=1[F:8].[CH2:18]([O:20][C:21]1[CH:22]=[C:23]([CH:26]=[C:27]([N+:30]([O-:32])=[O:31])[C:28]=1[OH:29])[CH:24]=O)[CH3:19].[NH2:33][C:34]([NH2:36])=[O:35].Cl. The catalyst is C(O)C. The product is [F:1][C:2]1[CH:3]=[C:4]([C:9]2[NH:36][C:34](=[O:35])[NH:33][CH:24]([C:23]3[CH:26]=[C:27]([N+:30]([O-:32])=[O:31])[C:28]([OH:29])=[C:21]([O:20][CH2:18][CH3:19])[CH:22]=3)[C:10]=2[C:11]2[CH:16]=[CH:15][CH:14]=[CH:13][CH:12]=2)[CH:5]=[CH:6][C:7]=1[F:8]. The yield is 0.145. (8) The reactants are [O:1]1[CH2:7][CH:2]1[C:3]([O:5][CH3:6])=[O:4].[I-].[K+].[C:10](=[O:12])=[O:11]. The catalyst is [Br-].C([N+](CCCC)(CCCC)CCCC)CCC.COC(C)(C)C. The product is [CH3:6][O:5][C:3]([CH:2]1[CH2:7][O:1][C:10](=[O:11])[O:12]1)=[O:4]. The yield is 0.790.